From a dataset of Peptide-MHC class II binding affinity with 134,281 pairs from IEDB. Regression. Given a peptide amino acid sequence and an MHC pseudo amino acid sequence, predict their binding affinity value. This is MHC class II binding data. (1) The peptide sequence is ESATILMTATPPGTS. The MHC is DRB1_0301 with pseudo-sequence DRB1_0301. The binding affinity (normalized) is 0.692. (2) The peptide sequence is SQDLELSWNLNALQAY. The MHC is HLA-DQA10101-DQB10501 with pseudo-sequence HLA-DQA10101-DQB10501. The binding affinity (normalized) is 0.865. (3) The peptide sequence is AGYTPAAPAGAEPAGKATTE. The MHC is DRB1_0405 with pseudo-sequence DRB1_0405. The binding affinity (normalized) is 0.220. (4) The peptide sequence is GSGGVWREMHHLVEF. The MHC is DRB1_0404 with pseudo-sequence DRB1_0404. The binding affinity (normalized) is 0.384. (5) The peptide sequence is MGMFNMLSTVLGVSI. The MHC is DRB1_1501 with pseudo-sequence DRB1_1501. The binding affinity (normalized) is 0.179. (6) The peptide sequence is AKRKTVTAMDVVYAL. The MHC is DRB1_0101 with pseudo-sequence DRB1_0101. The binding affinity (normalized) is 0.976. (7) The peptide sequence is DVKFPGGGQMVGGVY. The MHC is HLA-DQA10501-DQB10301 with pseudo-sequence HLA-DQA10501-DQB10301. The binding affinity (normalized) is 0.617.